The task is: Predict the product of the given reaction.. This data is from Forward reaction prediction with 1.9M reactions from USPTO patents (1976-2016). (1) Given the reactants [CH3:1][O:2][C:3]1[CH:8]=[CH:7][C:6]([NH:9][CH2:10][C:11]2([C:15]([O:17]CC)=[O:16])[CH2:14][CH2:13][CH2:12]2)=[C:5]([CH3:20])[C:4]=1[CH3:21].[OH-].[K+], predict the reaction product. The product is: [CH3:1][O:2][C:3]1[CH:8]=[CH:7][C:6]([NH:9][CH2:10][C:11]2([C:15]([OH:17])=[O:16])[CH2:14][CH2:13][CH2:12]2)=[C:5]([CH3:20])[C:4]=1[CH3:21]. (2) The product is: [C:1]([OH:6])(=[O:5])[C:2]([OH:4])=[O:3].[NH2:8][C@H:9]1[CH2:14][CH2:13][C@H:12]([C:15]([N:17]([CH3:18])[CH3:19])=[O:16])[CH2:11][C@H:10]1[NH:20][C:21](=[O:27])[O:22][C:23]([CH3:25])([CH3:24])[CH3:26]. Given the reactants [C:1]([OH:6])(=[O:5])[C:2]([OH:4])=[O:3].O.[NH2:8][C@H:9]1[CH2:14][CH2:13][C@H:12]([C:15]([N:17]([CH3:19])[CH3:18])=[O:16])[CH2:11][C@H:10]1[NH:20][C:21](=[O:27])[O:22][C:23]([CH3:26])([CH3:25])[CH3:24], predict the reaction product. (3) Given the reactants [C:1]([OH:8])(=[O:7])[CH2:2][CH2:3][C:4]([OH:6])=[O:5].N12CCC(CC1)[C@H]([O:17][C:18](=[O:35])[NH:19][C:20]([C:23]1[N:24]=[C:25]([C:28]3[CH:33]=[CH:32][C:31]([F:34])=[CH:30][CH:29]=3)[S:26][CH:27]=1)([CH3:22])[CH3:21])C2, predict the reaction product. The product is: [OH:17][C@@H:3]([CH2:2][C:1]([OH:8])=[O:7])[C:4]([OH:6])=[O:5].[N:19]12[CH2:18][CH2:4][CH:3]([CH2:21][CH2:20]1)[C@H:2]([N:19]([C:20]([C:23]1[N:24]=[C:25]([C:28]3[CH:29]=[CH:30][C:31]([F:34])=[CH:32][CH:33]=3)[S:26][CH:27]=1)([CH3:21])[CH3:22])[C:18](=[O:35])[OH:17])[CH2:1]2.